Dataset: Forward reaction prediction with 1.9M reactions from USPTO patents (1976-2016). Task: Predict the product of the given reaction. (1) Given the reactants O.[OH-].[Li+].Br.[C:5]([CH:7]([NH:17][CH2:18][C:19]([NH2:21])=[NH:20])[C:8]1[CH:13]=[C:12]([Cl:14])[CH:11]=[C:10]([Cl:15])[C:9]=1[Cl:16])#[N:6], predict the reaction product. The product is: [NH2:6][C:5]1[C:7]([C:8]2[CH:13]=[C:12]([Cl:14])[CH:11]=[C:10]([Cl:15])[C:9]=2[Cl:16])=[N:17][CH:18]=[C:19]([NH2:21])[N:20]=1. (2) Given the reactants [F:1][C:2]1[CH:7]=[CH:6][C:5]([C:8]([C:10]2[CH:15]=[CH:14][C:13]([O:16][CH2:17][CH2:18][OH:19])=[CH:12][CH:11]=2)=[O:9])=[CH:4][CH:3]=1.[O:20]1[CH:25]=[CH:24][CH2:23][CH2:22][CH2:21]1.C1(C)C=CC(S(O)(=O)=O)=CC=1, predict the reaction product. The product is: [F:1][C:2]1[CH:3]=[CH:4][C:5]([C:8]([C:10]2[CH:15]=[CH:14][C:13]([O:16][CH2:17][CH2:18][O:19][CH:21]3[CH2:22][CH2:23][CH2:24][CH2:25][O:20]3)=[CH:12][CH:11]=2)=[O:9])=[CH:6][CH:7]=1. (3) Given the reactants [C:1]([O:5][CH2:6][C:7]1[CH:12]=[CH:11][C:10]([O:13][CH3:14])=[CH:9][CH:8]=1)(=[O:4])[NH:2][NH2:3].C(=O)([O-])[O-].[K+].[K+].[CH3:21][C:22]1[C:31]2[O:30][CH2:29][CH2:28][O:27][C:26]=2[CH:25]=[CH:24][C:23]=1[C:32](Cl)=[O:33], predict the reaction product. The product is: [CH3:14][O:13][C:10]1[CH:11]=[CH:12][C:7]([CH2:6][O:5][C:1]([NH:2][NH:3][C:32]([C:23]2[CH:24]=[CH:25][C:26]3[O:27][CH2:28][CH2:29][O:30][C:31]=3[C:22]=2[CH3:21])=[O:33])=[O:4])=[CH:8][CH:9]=1. (4) Given the reactants [C:1]([O:5][C:6]([N:8]1[CH2:12][CH2:11][C@@H:10]([O:13][Si:14]([C:17]([CH3:20])([CH3:19])[CH3:18])([CH3:16])[CH3:15])[C@H:9]1[CH:21]=O)=[O:7])([CH3:4])([CH3:3])[CH3:2].[NH2:23][C:24]1[CH:31]=[CH:30][C:27]([C:28]#[N:29])=[C:26]([Cl:32])[C:25]=1[CH3:33].[BH-](OC(C)=O)(OC(C)=O)OC(C)=O.[Na+].CC(O)=O, predict the reaction product. The product is: [C:1]([O:5][C:6]([N:8]1[CH2:12][CH2:11][C@@H:10]([O:13][Si:14]([C:17]([CH3:20])([CH3:19])[CH3:18])([CH3:16])[CH3:15])[C@H:9]1[CH2:21][NH:23][C:24]1[CH:31]=[CH:30][C:27]([C:28]#[N:29])=[C:26]([Cl:32])[C:25]=1[CH3:33])=[O:7])([CH3:2])([CH3:3])[CH3:4]. (5) Given the reactants CON(C)[C:4]([C:6]1[N:7]=[CH:8][N:9]([C:11]2[CH:16]=[CH:15][CH:14]=[C:13]([C:17]3[C:18]([F:23])=[N:19][CH:20]=[CH:21][CH:22]=3)[CH:12]=2)[CH:10]=1)=[O:5].Br[C:26]1[CH:31]=[C:30]([CH3:32])[CH:29]=[CH:28][N:27]=1, predict the reaction product. The product is: [F:23][C:18]1[C:17]([C:13]2[CH:12]=[C:11]([N:9]3[CH:10]=[C:6]([C:4]([C:26]4[CH:31]=[C:30]([CH3:32])[CH:29]=[CH:28][N:27]=4)=[O:5])[N:7]=[CH:8]3)[CH:16]=[CH:15][CH:14]=2)=[CH:22][CH:21]=[CH:20][N:19]=1. (6) Given the reactants [NH2:1][C:2]1[CH:3]=[N:4][C:5]([NH:8][C:9]2[CH:10]=[C:11]([S:15]([NH:18][CH2:19][CH2:20][N:21]([CH3:23])[CH3:22])(=[O:17])=[O:16])[CH:12]=[CH:13][CH:14]=2)=[N:6][CH:7]=1.[CH3:24][C:25]1[CH:33]=[CH:32][CH:31]=[C:30]([CH3:34])[C:26]=1[C:27](Cl)=[O:28], predict the reaction product. The product is: [CH3:22][N:21]([CH3:23])[CH2:20][CH2:19][NH:18][S:15]([C:11]1[CH:10]=[C:9]([NH:8][C:5]2[N:4]=[CH:3][C:2]([NH:1][C:27](=[O:28])[C:26]3[C:30]([CH3:34])=[CH:31][CH:32]=[CH:33][C:25]=3[CH3:24])=[CH:7][N:6]=2)[CH:14]=[CH:13][CH:12]=1)(=[O:16])=[O:17].